From a dataset of NCI-60 drug combinations with 297,098 pairs across 59 cell lines. Regression. Given two drug SMILES strings and cell line genomic features, predict the synergy score measuring deviation from expected non-interaction effect. (1) Drug 1: CC1CCC2CC(C(=CC=CC=CC(CC(C(=O)C(C(C(=CC(C(=O)CC(OC(=O)C3CCCCN3C(=O)C(=O)C1(O2)O)C(C)CC4CCC(C(C4)OC)O)C)C)O)OC)C)C)C)OC. Drug 2: C1CN(P(=O)(OC1)NCCCl)CCCl. Cell line: K-562. Synergy scores: CSS=23.2, Synergy_ZIP=-7.63, Synergy_Bliss=0.638, Synergy_Loewe=-84.2, Synergy_HSA=-3.83. (2) Synergy scores: CSS=20.6, Synergy_ZIP=-1.35, Synergy_Bliss=6.20, Synergy_Loewe=0.250, Synergy_HSA=5.88. Drug 1: C1CN1C2=NC(=NC(=N2)N3CC3)N4CC4. Drug 2: CC(CN1CC(=O)NC(=O)C1)N2CC(=O)NC(=O)C2. Cell line: PC-3. (3) Drug 1: C1=C(C(=O)NC(=O)N1)N(CCCl)CCCl. Drug 2: C1=NC2=C(N1)C(=S)N=CN2. Cell line: K-562. Synergy scores: CSS=38.0, Synergy_ZIP=-4.38, Synergy_Bliss=-9.84, Synergy_Loewe=-12.9, Synergy_HSA=-7.26. (4) Drug 1: CN1CCC(CC1)COC2=C(C=C3C(=C2)N=CN=C3NC4=C(C=C(C=C4)Br)F)OC. Drug 2: CC1=C(N=C(N=C1N)C(CC(=O)N)NCC(C(=O)N)N)C(=O)NC(C(C2=CN=CN2)OC3C(C(C(C(O3)CO)O)O)OC4C(C(C(C(O4)CO)O)OC(=O)N)O)C(=O)NC(C)C(C(C)C(=O)NC(C(C)O)C(=O)NCCC5=NC(=CS5)C6=NC(=CS6)C(=O)NCCC[S+](C)C)O. Cell line: U251. Synergy scores: CSS=4.22, Synergy_ZIP=-9.74, Synergy_Bliss=-17.8, Synergy_Loewe=-18.2, Synergy_HSA=-16.1. (5) Drug 2: CNC(=O)C1=NC=CC(=C1)OC2=CC=C(C=C2)NC(=O)NC3=CC(=C(C=C3)Cl)C(F)(F)F. Drug 1: B(C(CC(C)C)NC(=O)C(CC1=CC=CC=C1)NC(=O)C2=NC=CN=C2)(O)O. Synergy scores: CSS=63.3, Synergy_ZIP=2.69, Synergy_Bliss=1.31, Synergy_Loewe=-10.8, Synergy_HSA=-2.23. Cell line: OVCAR3. (6) Cell line: UACC62. Drug 1: CCC(=C(C1=CC=CC=C1)C2=CC=C(C=C2)OCCN(C)C)C3=CC=CC=C3.C(C(=O)O)C(CC(=O)O)(C(=O)O)O. Drug 2: CC1=C(C(=CC=C1)Cl)NC(=O)C2=CN=C(S2)NC3=CC(=NC(=N3)C)N4CCN(CC4)CCO. Synergy scores: CSS=2.71, Synergy_ZIP=-1.05, Synergy_Bliss=0.681, Synergy_Loewe=-7.92, Synergy_HSA=-1.05. (7) Drug 1: C(CC(=O)O)C(=O)CN.Cl. Drug 2: CC(C)NC(=O)C1=CC=C(C=C1)CNNC.Cl. Cell line: T-47D. Synergy scores: CSS=-0.691, Synergy_ZIP=-0.411, Synergy_Bliss=-2.12, Synergy_Loewe=-1.91, Synergy_HSA=-3.98.